Dataset: Forward reaction prediction with 1.9M reactions from USPTO patents (1976-2016). Task: Predict the product of the given reaction. Given the reactants [C:1]1([CH:7]2[O:11][C@H:10]([C:12](OCC)=[O:13])[C@@H:9]([C:17](OCC)=[O:18])[O:8]2)[CH:6]=[CH:5][CH:4]=[CH:3][CH:2]=1.[BH4-].[Na+], predict the reaction product. The product is: [OH:13][CH2:12][C@@H:10]1[C@@H:9]([CH2:17][OH:18])[O:8][CH:7]([C:1]2[CH:6]=[CH:5][CH:4]=[CH:3][CH:2]=2)[O:11]1.